Task: Predict the reactants needed to synthesize the given product.. Dataset: Full USPTO retrosynthesis dataset with 1.9M reactions from patents (1976-2016) Given the product [NH2:1][C:4]1[CH:5]=[N:6][CH:7]=[CH:8][C:9]=1[O:10][C@@H:11]1[CH2:16][CH2:15][CH2:14][N:13]([C:17]([O:19][C:20]([CH3:23])([CH3:22])[CH3:21])=[O:18])[CH2:12]1, predict the reactants needed to synthesize it. The reactants are: [N+:1]([C:4]1[CH:5]=[N:6][CH:7]=[CH:8][C:9]=1[O:10][C@@H:11]1[CH2:16][CH2:15][CH2:14][N:13]([C:17]([O:19][C:20]([CH3:23])([CH3:22])[CH3:21])=[O:18])[CH2:12]1)([O-])=O.